Dataset: Forward reaction prediction with 1.9M reactions from USPTO patents (1976-2016). Task: Predict the product of the given reaction. (1) The product is: [F:11][C:3]1[CH:4]=[CH:5][C:6]([C:8]([OH:10])=[O:9])=[N:7][C:2]=1[C:14]1[CH:15]=[C:16]([C:19](=[O:24])[NH:20][CH:21]([CH3:22])[CH3:23])[CH:17]=[CH:18][C:13]=1[F:12]. Given the reactants Br[C:2]1[N:7]=[C:6]([C:8]([OH:10])=[O:9])[CH:5]=[CH:4][C:3]=1[F:11].[F:12][C:13]1[CH:18]=[CH:17][C:16]([C:19](=[O:24])[NH:20][CH:21]([CH3:23])[CH3:22])=[CH:15][C:14]=1B(O)O, predict the reaction product. (2) Given the reactants C(Cl)(=O)C(Cl)=O.[CH3:7][O:8][C:9]([C:11]1[CH:12]=[C:13]([CH:17]=[CH:18][C:19]=1[O:20][CH2:21][C:22]1[CH:27]=[CH:26][CH:25]=[CH:24][CH:23]=1)[C:14]([OH:16])=O)=[O:10].[NH:28]1[CH2:33][CH2:32][O:31][CH2:30][CH2:29]1.O, predict the reaction product. The product is: [N:28]1([C:14]([C:13]2[CH:17]=[CH:18][C:19]([O:20][CH2:21][C:22]3[CH:27]=[CH:26][CH:25]=[CH:24][CH:23]=3)=[C:11]([CH:12]=2)[C:9]([O:8][CH3:7])=[O:10])=[O:16])[CH2:33][CH2:32][O:31][CH2:30][CH2:29]1. (3) Given the reactants C(N1C=CN=C1)(N1C=CN=C1)=O.[CH3:13][S:14]([CH2:17][CH2:18][C:19]([OH:21])=O)(=[O:16])=[O:15].S(C1C=CC(C)=CC=1)(O)(=O)=O.S(C1C=CC(C)=CC=1)(O)(=O)=O.[CH2:44]([N:51]1[CH2:55][C@@H:54]([F:56])[C@H:53]([NH2:57])[CH2:52]1)[C:45]1[CH:50]=[CH:49][CH:48]=[CH:47][CH:46]=1, predict the reaction product. The product is: [CH2:44]([N:51]1[CH2:55][C@@H:54]([F:56])[C@H:53]([NH:57][C:19](=[O:21])[CH2:18][CH2:17][S:14]([CH3:13])(=[O:16])=[O:15])[CH2:52]1)[C:45]1[CH:46]=[CH:47][CH:48]=[CH:49][CH:50]=1. (4) Given the reactants Cl.CN(C)CCCN=C=NCC.[C:13]([OH:24])(=[O:23])[C:14]1[CH:22]=[CH:21][CH:20]=[C:16]([C:17]([OH:19])=O)[CH:15]=1.[F:25][C:26]([F:35])([F:34])[C:27]1[CH:28]=[C:29]([NH2:33])[CH:30]=[CH:31][CH:32]=1, predict the reaction product. The product is: [F:25][C:26]([F:34])([F:35])[C:27]1[CH:28]=[C:29]([NH:33][C:17]([C:16]2[CH:15]=[C:14]([CH:22]=[CH:21][CH:20]=2)[C:13]([OH:24])=[O:23])=[O:19])[CH:30]=[CH:31][CH:32]=1. (5) Given the reactants C([N:8](CC1C=CC=CC=1)[C@H:9]1[CH2:14][O:13][C@H:12]([C:15]([NH2:17])=[O:16])[CH2:11][CH2:10]1)C1C=CC=CC=1, predict the reaction product. The product is: [NH2:8][C@H:9]1[CH2:14][O:13][C@H:12]([C:15]([NH2:17])=[O:16])[CH2:11][CH2:10]1. (6) Given the reactants [CH:1]([C:4]1[S:8][C:7]([CH3:9])=[N:6][C:5]=1[C:10]1[CH:30]=[CH:29][C:13]([O:14][CH2:15][CH2:16][CH2:17][CH2:18][CH2:19][O:20][C:21]2[CH:28]=[CH:27][C:24]([C:25]#[N:26])=[CH:23][CH:22]=2)=[CH:12][CH:11]=1)([CH3:3])[CH3:2].C(O)C.Cl.[NH2:35][OH:36].C(N(CC)CC)C, predict the reaction product. The product is: [OH:36][NH:35][C:25](=[NH:26])[C:24]1[CH:23]=[CH:22][C:21]([O:20][CH2:19][CH2:18][CH2:17][CH2:16][CH2:15][O:14][C:13]2[CH:29]=[CH:30][C:10]([C:5]3[N:6]=[C:7]([CH3:9])[S:8][C:4]=3[CH:1]([CH3:2])[CH3:3])=[CH:11][CH:12]=2)=[CH:28][CH:27]=1.